This data is from Reaction yield outcomes from USPTO patents with 853,638 reactions. The task is: Predict the reaction yield, written as a fraction of the theoretical maximum amount of product (1.0 means a 100% yield; for example, 0.34 means a 34% yield). (1) The reactants are C(OCC)(=O)C.C(OC(=O)[NH:16][C@H:17]([CH2:48][C:49]1[CH:54]=[CH:53][CH:52]=[CH:51][CH:50]=1)[C:18]([N:20]1[CH2:25][CH2:24][CH:23]([C:26]2[CH:31]=[CH:30][C:29]([O:32]CC3C=CC=CC=3)=[CH:28][C:27]=2[O:40]CC2C=CC=CC=2)[CH2:22][CH2:21]1)=[O:19])C1C=CC=CC=1. The catalyst is CO.[Pd]. The product is [NH2:16][C@H:17]([CH2:48][C:49]1[CH:50]=[CH:51][CH:52]=[CH:53][CH:54]=1)[C:18]([N:20]1[CH2:25][CH2:24][CH:23]([C:26]2[CH:31]=[CH:30][C:29]([OH:32])=[CH:28][C:27]=2[OH:40])[CH2:22][CH2:21]1)=[O:19]. The yield is 0.640. (2) The reactants are [CH3:1][O:2][C:3]1[CH:8]=[CH:7][C:6]([C:9]2[CH:13]=[C:12]([NH2:14])[O:11][N:10]=2)=[CH:5][CH:4]=1.[Cl:15][C:16]1[CH:21]=[CH:20][C:19]([N:22]=[C:23]=[O:24])=[CH:18][CH:17]=1. No catalyst specified. The product is [Cl:15][C:16]1[CH:21]=[CH:20][C:19]([NH:22][C:23]([NH:14][C:12]2[O:11][N:10]=[C:9]([C:6]3[CH:5]=[CH:4][C:3]([O:2][CH3:1])=[CH:8][CH:7]=3)[CH:13]=2)=[O:24])=[CH:18][CH:17]=1. The yield is 0.200.